From a dataset of Catalyst prediction with 721,799 reactions and 888 catalyst types from USPTO. Predict which catalyst facilitates the given reaction. (1) Reactant: [I:1][C:2]1[CH:3]=[C:4]2[C:8](=[CH:9][CH:10]=1)[NH:7][C:6](=[O:11])[C:5]2=[O:12].[C:13]([OH:19])(=O)[CH2:14]C(O)=O.[N:20]1[CH:25]=CC=C[CH:21]=1.N1C2C(=CC=CC=2)C(=O)C1=O.OC1(CC([O-])=O)C2C(=CC=C(I)C=2)NC1=O.[NH+]1C=CC=CC=1.C(N(CC)CC)C.CN(C)C(Cl)=O. Product: [OH:12][C:5]1([CH2:14][C:13]([N:20]([CH3:25])[CH3:21])=[O:19])[C:4]2[C:8](=[CH:9][CH:10]=[C:2]([I:1])[CH:3]=2)[NH:7][C:6]1=[O:11]. The catalyst class is: 13. (2) Reactant: [OH:1][C:2]1[CH:3]=[CH:4][C:5]2[CH:9]=[C:8]([C:10]([O:12][CH3:13])=[O:11])[S:7][C:6]=2[CH:14]=1.[CH3:15][O:16][C:17]1[CH:18]=[C:19]([CH:22]=[CH:23][CH:24]=1)[CH2:20]Br.C(=O)([O-])[O-].[K+].[K+].C(#N)C. Product: [CH3:15][O:16][C:17]1[CH:18]=[C:19]([CH:22]=[CH:23][CH:24]=1)[CH2:20][O:1][C:2]1[CH:3]=[CH:4][C:5]2[CH:9]=[C:8]([C:10]([O:12][CH3:13])=[O:11])[S:7][C:6]=2[CH:14]=1. The catalyst class is: 13. (3) Reactant: [Cl:1][C:2]1[CH:7]=[CH:6][C:5]([C:8]2[CH:13]=[CH:12][N:11]=[CH:10][CH:9]=2)=[CH:4][C:3]=1[CH:14]([C:16]1[CH:17]=[N:18][C:19]([NH:22][C:23]2[CH:28]=[CH:27][C:26]([F:29])=[CH:25][C:24]=2[F:30])=[CH:20][CH:21]=1)[OH:15].CC(C)=O.OS(O)(=O)=O.O=[Cr](=O)=O.C([O-])([O-])=O.[Na+].[Na+]. Product: [Cl:1][C:2]1[CH:7]=[CH:6][C:5]([C:8]2[CH:9]=[CH:10][N:11]=[CH:12][CH:13]=2)=[CH:4][C:3]=1[C:14]([C:16]1[CH:17]=[N:18][C:19]([NH:22][C:23]2[CH:28]=[CH:27][C:26]([F:29])=[CH:25][C:24]=2[F:30])=[CH:20][CH:21]=1)=[O:15]. The catalyst class is: 21. (4) Reactant: [Br:1][C:2]1[CH:11]=[CH:10][C:9]([OH:12])=[C:8]2[C:3]=1[CH:4]=[CH:5][CH:6]=[N:7]2.[Cl:13]N1C(=O)CCC1=O. Product: [Br:1][C:2]1[CH:11]=[C:10]([Cl:13])[C:9]([OH:12])=[C:8]2[C:3]=1[CH:4]=[CH:5][CH:6]=[N:7]2. The catalyst class is: 22. (5) Reactant: C([O:8][C:9]1[C:18]([O:19]CC2C=CC=CC=2)=[CH:17][C:16]([C:27]([F:30])([F:29])[F:28])=[CH:15][C:10]=1[C:11]([O:13][CH3:14])=[O:12])C1C=CC=CC=1. Product: [OH:8][C:9]1[C:18]([OH:19])=[CH:17][C:16]([C:27]([F:28])([F:29])[F:30])=[CH:15][C:10]=1[C:11]([O:13][CH3:14])=[O:12]. The catalyst class is: 19. (6) Reactant: C([O:4][CH2:5][CH3:6])(=O)C.[Cl:7][C:8]1[CH:13]=[CH:12][C:11]([CH2:14][C:15]#[N:16])=[C:10]([F:17])[CH:9]=1.[Na].Cl. Product: [Cl:7][C:8]1[CH:13]=[CH:12][C:11]([CH:14]([C:5](=[O:4])[CH3:6])[C:15]#[N:16])=[C:10]([F:17])[CH:9]=1. The catalyst class is: 40. (7) Reactant: [C:1](#N)[CH2:2][CH2:3][CH:4]=[CH:5][CH2:6][CH2:7][CH2:8][CH:9]=[CH:10][CH2:11][CH3:12].C1(C)C=CC=CC=1.CC(C[AlH]CC(C)C)C.Cl.C1C[O:34]CC1. Product: [CH:1](=[O:34])[CH2:2][CH2:3][CH:4]=[CH:5][CH2:6][CH2:7][CH2:8][CH:9]=[CH:10][CH2:11][CH3:12]. The catalyst class is: 13. (8) Product: [CH2:43]([Sn:38]([CH2:34][CH2:35][CH2:36][CH3:37])([CH2:39][CH2:40][CH2:41][CH3:42])[C:2]1[N:3]=[CH:4][N:5]([C:7]2[N:12]=[C:11]([C:13]([F:16])([F:15])[F:14])[CH:10]=[C:9]([C:17]3[CH:22]=[CH:21][C:20]([C:23]([F:26])([F:25])[F:24])=[CH:19][CH:18]=3)[N:8]=2)[CH:6]=1)[CH2:44][CH2:45][CH3:46]. Reactant: I[C:2]1[N:3]=[CH:4][N:5]([C:7]2[N:12]=[C:11]([C:13]([F:16])([F:15])[F:14])[CH:10]=[C:9]([C:17]3[CH:22]=[CH:21][C:20]([C:23]([F:26])([F:25])[F:24])=[CH:19][CH:18]=3)[N:8]=2)[CH:6]=1.[Cl-].[Li+].C([Mg]Cl)(C)C.[CH2:34]([Sn:38](Cl)([CH2:43][CH2:44][CH2:45][CH3:46])[CH2:39][CH2:40][CH2:41][CH3:42])[CH2:35][CH2:36][CH3:37].[Cl-].[NH4+]. The catalyst class is: 1.